This data is from Forward reaction prediction with 1.9M reactions from USPTO patents (1976-2016). The task is: Predict the product of the given reaction. (1) Given the reactants Cl.[CH3:2][N:3]([CH3:19])[C:4]([C:6]1[N:7]=[C:8]([C:15]([F:18])([F:17])[F:16])[N:9]2[CH2:14][CH2:13][NH:12][CH2:11][C:10]=12)=[O:5].C(=O)([O-])[O-].[K+].[K+], predict the reaction product. The product is: [CH3:2][N:3]([CH3:19])[C:4]([C:6]1[N:7]=[C:8]([C:15]([F:18])([F:16])[F:17])[N:9]2[CH2:14][CH2:13][NH:12][CH2:11][C:10]=12)=[O:5]. (2) Given the reactants C[O:2][C:3]1(OC)[C:9]([NH:10][C:11](=[O:23])[C:12]2[CH:17]=[CH:16][C:15]([C:18]([F:21])([F:20])[F:19])=[CH:14][C:13]=2[OH:22])=[CH:8][C:7](=[O:24])[CH:6]2[CH:4]1[O:5]2.FC(F)(F)C(O)=O, predict the reaction product. The product is: [O:2]=[C:3]1[C:9]([NH:10][C:11](=[O:23])[C:12]2[CH:17]=[CH:16][C:15]([C:18]([F:19])([F:20])[F:21])=[CH:14][C:13]=2[OH:22])=[CH:8][C:7](=[O:24])[CH:6]2[CH:4]1[O:5]2. (3) Given the reactants [CH2:1]([OH:8])[C:2]1[CH:7]=[CH:6][CH:5]=[CH:4][CH:3]=1.[H-].[Na+].[F:11][C:12]1[CH:13]=[C:14]2[C:19](=[CH:20][C:21]=1F)[NH:18][CH:17]=[N:16][C:15]2=[O:23].O, predict the reaction product. The product is: [CH2:1]([O:8][C:21]1[CH:20]=[C:19]2[C:14]([C:15](=[O:23])[N:16]=[CH:17][NH:18]2)=[CH:13][C:12]=1[F:11])[C:2]1[CH:7]=[CH:6][CH:5]=[CH:4][CH:3]=1. (4) Given the reactants Br[C:2]1[CH:11]=[CH:10][C:9]([N+:12]([O-])=O)=[C:8]2[C:3]=1[CH:4]=[CH:5][N:6]=[CH:7]2, predict the reaction product. The product is: [NH2:12][C:9]1[CH:10]=[CH:11][CH:2]=[C:3]2[C:8]=1[CH:7]=[N:6][CH:5]=[CH:4]2. (5) The product is: [N:1]1([S:10]([C:13]2[CH:14]=[C:15]3[C:19](=[CH:20][CH:21]=2)[NH:18][C:17](=[O:22])[C:16]3=[CH:40][C:35]2[NH:36][C:37]3[C:33]([CH:34]=2)=[CH:32][C:31]([O:30][CH2:29][CH2:28][N:23]2[CH2:27][CH2:26][CH2:25][CH2:24]2)=[CH:39][CH:38]=3)(=[O:12])=[O:11])[C:9]2[C:4](=[CH:5][CH:6]=[CH:7][CH:8]=2)[CH2:3][CH2:2]1. Given the reactants [N:1]1([S:10]([C:13]2[CH:14]=[C:15]3[C:19](=[CH:20][CH:21]=2)[NH:18][C:17](=[O:22])[CH2:16]3)(=[O:12])=[O:11])[C:9]2[C:4](=[CH:5][CH:6]=[CH:7][CH:8]=2)[CH2:3][CH2:2]1.[N:23]1([CH2:28][CH2:29][O:30][C:31]2[CH:32]=[C:33]3[C:37](=[CH:38][CH:39]=2)[NH:36][C:35]([CH:40]=O)=[CH:34]3)[CH2:27][CH2:26][CH2:25][CH2:24]1, predict the reaction product. (6) Given the reactants Br[C:2]1[C:10]2[S:9][C:8]([NH:11][C:12]([NH:14][CH2:15][CH3:16])=[O:13])=[N:7][C:6]=2[CH:5]=[C:4]([C:17]2[CH:18]=[N:19][C:20]([N:23]3[CH2:28][CH2:27][C:26]([CH3:34])([C:29]([O:31][CH2:32][CH3:33])=[O:30])[CH2:25][CH2:24]3)=[N:21][CH:22]=2)[CH:3]=1.[NH2:35][C:36]1[S:37][CH:38]=[CH:39][N:40]=1.C(N(CC)CC)C.CC1(C)C2C(=C(P(C3C=CC=CC=3)C3C=CC=CC=3)C=CC=2)[O:69][C:51]2C(P(C3C=CC=CC=3)C3C=CC=CC=3)=CC=CC1=2, predict the reaction product. The product is: [S:37]1[CH2:38][CH2:39][N:40]=[C:36]1[NH:35][C:51]([C:2]1[C:10]2[S:9][C:8]([NH:11][C:12]([NH:14][CH2:15][CH3:16])=[O:13])=[N:7][C:6]=2[CH:5]=[C:4]([C:17]2[CH:22]=[N:21][C:20]([N:23]3[CH2:24][CH2:25][C:26]([CH3:34])([C:29]([O:31][CH2:32][CH3:33])=[O:30])[CH2:27][CH2:28]3)=[N:19][CH:18]=2)[CH:3]=1)=[O:69].